This data is from Forward reaction prediction with 1.9M reactions from USPTO patents (1976-2016). The task is: Predict the product of the given reaction. (1) Given the reactants [F:1][C:2]1[C:3]([CH3:19])=[C:4]([CH:9]=[C:10]([C:12]2[CH:17]=[CH:16][CH:15]=[C:14]([F:18])[CH:13]=2)[CH:11]=1)[C:5]([O:7]C)=[O:6].[OH-].[Na+], predict the reaction product. The product is: [F:1][C:2]1[C:3]([CH3:19])=[C:4]([CH:9]=[C:10]([C:12]2[CH:17]=[CH:16][CH:15]=[C:14]([F:18])[CH:13]=2)[CH:11]=1)[C:5]([OH:7])=[O:6]. (2) Given the reactants [CH3:1][O:2][C:3]([C:5]1[CH:10]=[CH:9][C:8]([C:11]([C:13]2[CH:18]=[CH:17][C:16]([C:19]([O:21][CH3:22])=[O:20])=[CH:15][CH:14]=2)=O)=[CH:7][CH:6]=1)=[O:4].Cl.[NH2:24][OH:25].C([O-])(=O)C.[Na+].C([O-])(O)=O.[Na+], predict the reaction product. The product is: [CH3:1][O:2][C:3]([C:5]1[CH:10]=[CH:9][C:8]([C:11]([C:13]2[CH:18]=[CH:17][C:16]([C:19]([O:21][CH3:22])=[O:20])=[CH:15][CH:14]=2)=[N:24][OH:25])=[CH:7][CH:6]=1)=[O:4]. (3) Given the reactants [CH2:1]([N:8]1[CH:12]=[CH:11][N:10]=[C:9]1[CH2:13][CH:14]([C:19](=O)[CH2:20][CH3:21])[C:15](=O)[CH2:16][CH3:17])[C:2]1[CH:7]=[CH:6][CH:5]=[CH:4][CH:3]=1.[CH2:23]([NH:26][NH2:27])[CH2:24][CH3:25], predict the reaction product. The product is: [CH2:1]([N:8]1[CH:12]=[CH:11][N:10]=[C:9]1[CH2:13][C:14]1[C:19]([CH2:20][CH3:21])=[N:27][N:26]([CH2:23][CH2:24][CH3:25])[C:15]=1[CH2:16][CH3:17])[C:2]1[CH:7]=[CH:6][CH:5]=[CH:4][CH:3]=1.